This data is from Reaction yield outcomes from USPTO patents with 853,638 reactions. The task is: Predict the reaction yield, written as a fraction of the theoretical maximum amount of product (1.0 means a 100% yield; for example, 0.34 means a 34% yield). (1) The reactants are C(Cl)CCl.C1C=NC2N(O)N=NC=2C=1.[NH2:15][C:16]1[CH:17]=[N:18][CH:19]=[CH:20][C:21]=1[N:22]1[CH2:27][C@H:26]([CH3:28])[C@H:25]([N:29]=[N+]=[N-])[C@H:24]([NH:32][C:33](=[O:39])[O:34][C:35]([CH3:38])([CH3:37])[CH3:36])[CH2:23]1.[F:40][C:41]1[CH:46]=[CH:45][CH:44]=[C:43]([F:47])[C:42]=1[C:48]1[N:53]=[C:52]([C:54](O)=[O:55])[CH:51]=[CH:50][C:49]=1[F:57].[N-]=[N+]=[N-]. The catalyst is CN(C=O)C.O.CC(O)C.[Pd]. The product is [NH2:29][C@H:25]1[C@@H:26]([CH3:28])[CH2:27][N:22]([C:21]2[CH:20]=[CH:19][N:18]=[CH:17][C:16]=2[NH:15][C:54](=[O:55])[C:52]2[CH:51]=[CH:50][C:49]([F:57])=[C:48]([C:42]3[C:41]([F:40])=[CH:46][CH:45]=[CH:44][C:43]=3[F:47])[N:53]=2)[CH2:23][C@H:24]1[NH:32][C:33](=[O:39])[O:34][C:35]([CH3:38])([CH3:37])[CH3:36]. The yield is 0.580. (2) The product is [Cl:13][C:9]1[CH:10]=[C:11]2[C:2](=[C:3]([C:4]([O:6][CH3:7])=[O:5])[CH:8]=1)[NH:1][N:26]=[CH:12]2. The catalyst is C(Cl)(Cl)Cl. The reactants are [NH2:1][C:2]1[C:11]([CH3:12])=[CH:10][C:9]([Cl:13])=[CH:8][C:3]=1[C:4]([O:6][CH3:7])=[O:5].C(OC(=O)C)(=O)C.CC([O-])=O.[K+].[N:26](OCCC(C)C)=O. The yield is 0.690. (3) The reactants are [C:1]([S:5][C:6]1[CH:11]=[CH:10][C:9]([C:12]2[CH:17]=[CH:16][C:15]([C:18]3[C:23]([C:24]4[C:29]([F:30])=[C:28]([F:31])[C:27]([F:32])=[C:26]([F:33])[C:25]=4[F:34])=[C:22]([F:35])[C:21]([F:36])=[C:20]([F:37])[C:19]=3[F:38])=[CH:14][CH:13]=2)=[CH:8][CH:7]=1)(C)(C)[CH3:2].C[OH:40]. The catalyst is C(Cl)(Cl)Cl.O.Cl([O-])(=O)(=O)=O.[Hg+2].Cl([O-])(=O)(=O)=O.[Hg]. The product is [C:1]([S:5][C:6]1[CH:11]=[CH:10][C:9]([C:12]2[CH:17]=[CH:16][C:15]([C:18]3[C:23]([C:24]4[C:29]([F:30])=[C:28]([F:31])[C:27]([F:32])=[C:26]([F:33])[C:25]=4[F:34])=[C:22]([F:35])[C:21]([F:36])=[C:20]([F:37])[C:19]=3[F:38])=[CH:14][CH:13]=2)=[CH:8][CH:7]=1)(=[O:40])[CH3:2]. The yield is 0.420. (4) The reactants are C(=O)([O-])[O-].[K+].[K+].[NH2:7][C:8]1[N:12]([CH:13]2[CH2:18][CH2:17][CH2:16][NH:15][CH2:14]2)[N:11]=[C:10]([C:19]2[CH:24]=[CH:23][C:22]([O:25][C:26]3[CH:31]=[CH:30][C:29]([Cl:32])=[CH:28][CH:27]=3)=[CH:21][CH:20]=2)[C:9]=1[C:33]([NH2:35])=[O:34].[N:36]#[C:37]Br.O. The catalyst is CN(C)C=O. The product is [NH2:7][C:8]1[N:12]([CH:13]2[CH2:18][CH2:17][CH2:16][N:15]([C:37]#[N:36])[CH2:14]2)[N:11]=[C:10]([C:19]2[CH:20]=[CH:21][C:22]([O:25][C:26]3[CH:31]=[CH:30][C:29]([Cl:32])=[CH:28][CH:27]=3)=[CH:23][CH:24]=2)[C:9]=1[C:33]([NH2:35])=[O:34]. The yield is 0.770. (5) The reactants are [Cl:1][C:2]1[CH:10]=[CH:9][C:8](I)=[C:7]2[C:3]=1[CH2:4][NH:5][C:6]2=[O:12].[C:13]([O:17][C:18]([N:20]1[C:28]2[C:23](=[CH:24][CH:25]=[CH:26][CH:27]=2)[CH:22]=[C:21]1B(O)O)=[O:19])([CH3:16])([CH3:15])[CH3:14].C1(C)C=CC=CC=1P(C1C=CC=CC=1C)C1C=CC=CC=1C.C(N(CC)CC)C. The catalyst is C(#N)C.C([O-])(=O)C.[Pd+2].C([O-])(=O)C. The product is [Cl:1][C:2]1[CH:10]=[CH:9][C:8]([C:21]2[N:20]([C:18]([O:17][C:13]([CH3:16])([CH3:15])[CH3:14])=[O:19])[C:28]3[C:23]([CH:22]=2)=[CH:24][CH:25]=[CH:26][CH:27]=3)=[C:7]2[C:3]=1[CH2:4][NH:5][C:6]2=[O:12]. The yield is 0.440. (6) The reactants are [F:1][C:2]1[CH:7]=[CH:6][C:5]([NH:8][C:9]2[N:14]=[C:13](SC)[N:12]=[C:11]([CH2:17][CH2:18][OH:19])[CH:10]=2)=[CH:4][CH:3]=1.O[O:21][S:22]([O-:24])=O.[K+].[CH3:26]O. The catalyst is O. The product is [F:1][C:2]1[CH:3]=[CH:4][C:5]([NH:8][C:9]2[N:14]=[C:13]([S:22]([CH3:26])(=[O:24])=[O:21])[N:12]=[C:11]([CH2:17][CH2:18][OH:19])[CH:10]=2)=[CH:6][CH:7]=1. The yield is 0.710. (7) The reactants are [C:1]1([CH:7]([NH:11][C:12]2[CH:17]=[CH:16][CH:15]=[CH:14][CH:13]=2)[C:8]([OH:10])=[O:9])[CH:6]=[CH:5][CH:4]=[CH:3][CH:2]=1.C(Cl)CCl.C1C=CC2N(O)N=NC=2C=1.[CH3:32][N:33]1[CH:38]2[CH2:39][CH2:40][CH:34]1[CH2:35][CH:36](O)[CH2:37]2. The catalyst is CN(C=O)C. The product is [C:1]1([CH:7]([NH:11][C:12]2[CH:17]=[CH:16][CH:15]=[CH:14][CH:13]=2)[C:8]([O:10][CH:36]2[CH2:37][CH:38]3[N:33]([CH3:32])[CH:34]([CH2:40][CH2:39]3)[CH2:35]2)=[O:9])[CH:2]=[CH:3][CH:4]=[CH:5][CH:6]=1. The yield is 0.0700. (8) The reactants are [Cl:1][C:2]1[C:3]([NH:16][CH:17]2[CH2:22][CH2:21][NH:20][CH2:19][CH:18]2[CH2:23][CH3:24])=[N:4][C:5]([NH:8][C:9]2[CH:13]=[C:12]([CH3:14])[N:11]([CH3:15])[N:10]=2)=[N:6][CH:7]=1.Cl[C:26]1[N:31]=[N:30][C:29]([C:32]#[N:33])=[CH:28][CH:27]=1.C(N(CC)CC)C. The catalyst is CCO. The product is [Cl:1][C:2]1[C:3]([NH:16][CH:17]2[CH2:22][CH2:21][N:20]([C:26]3[N:31]=[N:30][C:29]([C:32]#[N:33])=[CH:28][CH:27]=3)[CH2:19][CH:18]2[CH2:23][CH3:24])=[N:4][C:5]([NH:8][C:9]2[CH:13]=[C:12]([CH3:14])[N:11]([CH3:15])[N:10]=2)=[N:6][CH:7]=1. The yield is 0.290. (9) The yield is 0.795. The catalyst is ClCCl. The product is [F:1][C:2]1[C:3]([N:9]2[CH2:10][C:11]([CH3:14])([CH3:12])[O:13][C:21]2=[O:22])=[N:4][CH:5]=[C:6]([I:8])[CH:7]=1. The reactants are [F:1][C:2]1[C:3]([NH:9][CH2:10][C:11]([CH3:14])([OH:13])[CH3:12])=[N:4][CH:5]=[C:6]([I:8])[CH:7]=1.N1C=CC=CC=1.[C:21](Cl)(Cl)=[O:22]. (10) The reactants are C(OC([NH:8][C:9]1[CH:14]=[CH:13][CH:12]=[C:11]([O:15][CH3:16])[C:10]=1[C:17](=[O:23])[C:18](OCC)=[O:19])=O)(C)(C)C. The catalyst is OS(O)(=O)=O. The product is [CH3:16][O:15][C:11]1[CH:12]=[CH:13][CH:14]=[C:9]2[C:10]=1[C:17](=[O:23])[C:18](=[O:19])[NH:8]2. The yield is 0.190.